Predict which catalyst facilitates the given reaction. From a dataset of Catalyst prediction with 721,799 reactions and 888 catalyst types from USPTO. (1) Reactant: C(OP([CH2:9][C:10]([O:12][CH2:13][CH3:14])=[O:11])(OCC)=O)C.[H-].[Na+].[CH2:17]([O:21][C:22]1[C:31]2[C:26](=[CH:27][CH:28]=[C:29]([CH:32]=O)[CH:30]=2)[C:25](=[O:34])[N:24]([CH2:35][C:36]([CH3:39])([CH3:38])[CH3:37])[C:23]=1[CH2:40][NH:41][C:42](=[O:48])[O:43][C:44]([CH3:47])([CH3:46])[CH3:45])[CH2:18][CH2:19][CH3:20].O. Product: [CH2:17]([O:21][C:22]1[C:31]2[C:26](=[CH:27][CH:28]=[C:29](/[CH:32]=[CH:9]/[C:10]([O:12][CH2:13][CH3:14])=[O:11])[CH:30]=2)[C:25](=[O:34])[N:24]([CH2:35][C:36]([CH3:37])([CH3:38])[CH3:39])[C:23]=1[CH2:40][NH:41][C:42]([O:43][C:44]([CH3:45])([CH3:47])[CH3:46])=[O:48])[CH2:18][CH2:19][CH3:20]. The catalyst class is: 9. (2) Reactant: [OH:1][NH:2][C:3](=[O:9])[O:4][C:5]([CH3:8])([CH3:7])[CH3:6].[H-].[Na+].Br[CH2:13][CH2:14][O:15][CH3:16].O. Product: [CH3:16][O:15][CH2:14][CH2:13][O:1][NH:2][C:3](=[O:9])[O:4][C:5]([CH3:8])([CH3:7])[CH3:6]. The catalyst class is: 9.